From a dataset of Catalyst prediction with 721,799 reactions and 888 catalyst types from USPTO. Predict which catalyst facilitates the given reaction. (1) Reactant: [ClH:1].[CH2:2]([O:4][C:5](=[O:15])[CH2:6][C:7]1[CH:12]=[CH:11][CH:10]=[C:9]([NH:13][NH2:14])[CH:8]=1)[CH3:3].[CH:16]1([C:21](=O)[CH2:22][C:23]#[N:24])[CH2:20][CH2:19][CH2:18][CH2:17]1. The catalyst class is: 33. Product: [ClH:1].[CH2:2]([O:4][C:5](=[O:15])[CH2:6][C:7]1[CH:12]=[CH:11][CH:10]=[C:9]([N:13]2[C:23]([NH2:24])=[CH:22][C:21]([CH:16]3[CH2:20][CH2:19][CH2:18][CH2:17]3)=[N:14]2)[CH:8]=1)[CH3:3]. (2) Reactant: [Br:1][C:2]1[CH:3]=[C:4]2[C:9](=[CH:10][CH:11]=1)[CH:8]=[C:7]([OH:12])[CH:6]=[CH:5]2.N1C=CN=C1.[Si:18](Cl)([C:21]([CH3:24])([CH3:23])[CH3:22])([CH3:20])[CH3:19]. Product: [Br:1][C:2]1[CH:3]=[C:4]2[C:9](=[CH:10][CH:11]=1)[CH:8]=[C:7]([O:12][Si:18]([C:21]([CH3:24])([CH3:23])[CH3:22])([CH3:20])[CH3:19])[CH:6]=[CH:5]2. The catalyst class is: 9. (3) Reactant: C(OC(=O)[NH:7][CH:8]1[CH2:13][CH2:12][N:11]([C:14]2[CH:19]=[CH:18][C:17]([S:20](=[O:28])(=[O:27])[NH:21][C:22]3[S:23][CH:24]=[CH:25][N:26]=3)=[CH:16][CH:15]=2)[CH2:10][CH2:9]1)(C)(C)C.C(O)(C(F)(F)F)=O.C([O-])(O)=O.[Na+].Cl. Product: [NH2:7][CH:8]1[CH2:9][CH2:10][N:11]([C:14]2[CH:19]=[CH:18][C:17]([S:20]([NH:21][C:22]3[S:23][CH:24]=[CH:25][N:26]=3)(=[O:28])=[O:27])=[CH:16][CH:15]=2)[CH2:12][CH2:13]1. The catalyst class is: 2. (4) Reactant: Cl.[Cl:2][C:3]1[CH:4]=[N:5][N:6]([C:8]2[CH:22]=[CH:21][C:11]([O:12][CH2:13][C@H:14]3[CH2:19][CH2:18][O:17][CH2:16][C@@H:15]3[NH2:20])=[C:10]([F:23])[CH:9]=2)[CH:7]=1.[CH3:24][S:25](Cl)(=[O:27])=[O:26]. Product: [Cl:2][C:3]1[CH:4]=[N:5][N:6]([C:8]2[CH:22]=[CH:21][C:11]([O:12][CH2:13][C@H:14]3[CH2:19][CH2:18][O:17][CH2:16][C@@H:15]3[NH:20][S:25]([CH3:24])(=[O:27])=[O:26])=[C:10]([F:23])[CH:9]=2)[CH:7]=1. The catalyst class is: 424. (5) Reactant: [CH3:1][O:2][C:3](=[O:18])[C:4]1[C:9]([Br:10])=[CH:8][CH:7]=[C:6]([NH:11]C(=O)C)[C:5]=1[N+:15]([O-:17])=[O:16].B(F)(F)F.CCOCC.C([O-])(O)=O.[Na+]. Product: [CH3:1][O:2][C:3](=[O:18])[C:4]1[C:9]([Br:10])=[CH:8][CH:7]=[C:6]([NH2:11])[C:5]=1[N+:15]([O-:17])=[O:16]. The catalyst class is: 5. (6) Reactant: CON(C)[C:4]([C:6]1[N:10]2[CH:11]=[CH:12][CH:13]=[CH:14][C:9]2=[C:8]([CH2:15][N:16]2[CH2:21][CH2:20][O:19][CH2:18][CH2:17]2)[N:7]=1)=[O:5].[Cl:23][C:24]1[C:29]([Cl:30])=[CH:28][CH:27]=[CH:26][C:25]=1[Mg]I. Product: [Cl:23][C:24]1[C:29]([Cl:30])=[CH:28][CH:27]=[CH:26][C:25]=1[C:4]([C:6]1[N:10]2[CH:11]=[CH:12][CH:13]=[CH:14][C:9]2=[C:8]([CH2:15][N:16]2[CH2:17][CH2:18][O:19][CH2:20][CH2:21]2)[N:7]=1)=[O:5]. The catalyst class is: 1. (7) Reactant: C[O:2][C:3](=[O:35])[CH2:4][CH2:5][C:6]1[CH:11]=[CH:10][C:9]([O:12][CH2:13][CH:14]([CH3:33])[CH2:15][O:16][C:17]2[CH:22]=[CH:21][C:20]([CH2:23][CH3:24])=[CH:19][C:18]=2[C:25](=[O:32])[C:26]2[CH:31]=[CH:30][CH:29]=[CH:28][CH:27]=2)=[CH:8][C:7]=1[CH3:34].[OH-].[Na+].Cl. Product: [C:25]([C:18]1[CH:19]=[C:20]([CH2:23][CH3:24])[CH:21]=[CH:22][C:17]=1[O:16][CH2:15][CH:14]([CH3:33])[CH2:13][O:12][C:9]1[CH:10]=[CH:11][C:6]([CH2:5][CH2:4][C:3]([OH:35])=[O:2])=[C:7]([CH3:34])[CH:8]=1)(=[O:32])[C:26]1[CH:27]=[CH:28][CH:29]=[CH:30][CH:31]=1. The catalyst class is: 24. (8) Reactant: [F:1][C:2]([F:22])([CH2:20][OH:21])[C@@:3]([NH:13]S(C(C)(C)C)=O)([CH2:11][F:12])[C:4]1[CH:9]=[CH:8][CH:7]=[CH:6][C:5]=1[F:10].Cl. The catalyst class is: 71. Product: [NH2:13][C@@:3]([C:4]1[CH:9]=[CH:8][CH:7]=[CH:6][C:5]=1[F:10])([CH2:11][F:12])[C:2]([F:22])([F:1])[CH2:20][OH:21]. (9) Reactant: [Cl-].O[NH3+:3].[C:4](=[O:7])([O-])[OH:5].[Na+].CS(C)=O.[CH2:13]([C:17]1[N:18]=[C:19]([CH3:50])[N:20]([CH2:39][C:40]2[S:41][C:42]3[CH:48]=[CH:47][C:46]([CH3:49])=[CH:45][C:43]=3[CH:44]=2)[C:21](=[O:38])[C:22]=1[CH2:23][C:24]1[CH:29]=[CH:28][C:27]([C:30]2[C:31]([C:36]#[N:37])=[CH:32][CH:33]=[CH:34][CH:35]=2)=[CH:26][CH:25]=1)[CH2:14][CH2:15][CH3:16]. Product: [CH2:13]([C:17]1[N:18]=[C:19]([CH3:50])[N:20]([CH2:39][C:40]2[S:41][C:42]3[CH:48]=[CH:47][C:46]([CH3:49])=[CH:45][C:43]=3[CH:44]=2)[C:21](=[O:38])[C:22]=1[CH2:23][C:24]1[CH:25]=[CH:26][C:27]([C:30]2[CH:35]=[CH:34][CH:33]=[CH:32][C:31]=2[C:36]2[NH:3][C:4](=[O:7])[O:5][N:37]=2)=[CH:28][CH:29]=1)[CH2:14][CH2:15][CH3:16]. The catalyst class is: 13.